From a dataset of Forward reaction prediction with 1.9M reactions from USPTO patents (1976-2016). Predict the product of the given reaction. (1) Given the reactants [C:1]1([CH3:7])[CH:6]=[CH:5][CH:4]=[CH:3][CH:2]=1.[Br:8][C@H:9]([CH2:13][C:14]1[CH:19]=[CH:18][CH:17]=[CH:16][CH:15]=1)[C:10]([OH:12])=[O:11], predict the reaction product. The product is: [Br:8][C@H:9]([CH2:13][C:14]1[CH:19]=[CH:18][CH:17]=[CH:16][CH:15]=1)[C:10]([OH:12])=[O:11].[C:10]([OH:12])(=[O:11])[CH:9]=[CH:7][C:1]1[CH:6]=[CH:5][CH:4]=[CH:3][CH:2]=1. (2) Given the reactants [Cl:1][C:2]1[CH:34]=[CH:33][CH:32]=[C:31]([C:35]([F:38])([F:37])[F:36])[C:3]=1[C:4]([N:6]1[C:14]2[C:9](=[N:10][CH:11]=[C:12]([CH:15]([CH:17]3[CH2:19][CH2:18]3)[OH:16])[CH:13]=2)[C:8]([C:20]2[CH:29]=[CH:28][C:23]([C:24]([O:26][CH3:27])=[O:25])=[CH:22][C:21]=2[F:30])=[N:7]1)=[O:5].CC(OI1(OC(C)=O)(OC(C)=O)OC(=O)C2C=CC=CC1=2)=O, predict the reaction product. The product is: [Cl:1][C:2]1[CH:34]=[CH:33][CH:32]=[C:31]([C:35]([F:36])([F:38])[F:37])[C:3]=1[C:4]([N:6]1[C:14]2[C:9](=[N:10][CH:11]=[C:12]([C:15]([CH:17]3[CH2:18][CH2:19]3)=[O:16])[CH:13]=2)[C:8]([C:20]2[CH:29]=[CH:28][C:23]([C:24]([O:26][CH3:27])=[O:25])=[CH:22][C:21]=2[F:30])=[N:7]1)=[O:5]. (3) Given the reactants [H-].[Na+].[OH:3][CH2:4][C:5]1([CH3:18])[CH2:10][CH2:9][CH2:8][N:7]([C:11]([O:13][C:14]([CH3:17])([CH3:16])[CH3:15])=[O:12])[CH2:6]1.[CH3:19]I.[Cl-].[NH4+], predict the reaction product. The product is: [CH3:19][O:3][CH2:4][C:5]1([CH3:18])[CH2:10][CH2:9][CH2:8][N:7]([C:11]([O:13][C:14]([CH3:17])([CH3:16])[CH3:15])=[O:12])[CH2:6]1. (4) Given the reactants [F:1][C:2]1[CH:14]=[CH:13][C:5]([C:6]([C:8]2[S:9][CH:10]=[CH:11][CH:12]=2)=[O:7])=[CH:4][CH:3]=1, predict the reaction product. The product is: [F:1][C:2]1[CH:14]=[CH:13][C:5]([CH:6]([C:8]2[S:9][CH:10]=[CH:11][CH:12]=2)[OH:7])=[CH:4][CH:3]=1. (5) Given the reactants [CH3:1][O:2][C:3]1[CH:8]=[CH:7][CH:6]=[C:5]([CH:9]2[CH2:13][CH2:12][N:11](CC=C)[CH2:10]2)[N:4]=1.CN1C(=O)CC(=O)N(C)C1=O, predict the reaction product. The product is: [CH3:1][O:2][C:3]1[CH:8]=[CH:7][CH:6]=[C:5]([CH:9]2[CH2:13][CH2:12][NH:11][CH2:10]2)[N:4]=1. (6) Given the reactants C1(C)C=CC=CC=1.Cl.[NH2:9][CH2:10][CH2:11][SH:12].C(N(CC)CC)C.[CH3:20][C:21](=[N:32][O:33][C:34]1[CH:39]=[CH:38][CH:37]=[CH:36][C:35]=1[C:40](=[N:43][O:44][CH3:45])[CH:41]=O)[C:22]1[CH:27]=[CH:26][CH:25]=[C:24]([C:28]([F:31])([F:30])[F:29])[CH:23]=1, predict the reaction product. The product is: [CH3:45][O:44][N:43]=[C:40]([CH:41]1[NH:9][CH2:10][CH2:11][S:12]1)[C:35]1[CH:36]=[CH:37][CH:38]=[CH:39][C:34]=1[O:33][N:32]=[C:21]([CH3:20])[C:22]1[CH:27]=[CH:26][CH:25]=[C:24]([C:28]([F:31])([F:30])[F:29])[CH:23]=1. (7) Given the reactants Cl[C:2]1[C:11]2[C:6](=[CH:7][CH:8]=[C:9](I)[CH:10]=2)[N:5]=[CH:4][N:3]=1.[NH2:13][C:14]1[S:15][C:16]2[CH:22]=[CH:21][CH:20]=[CH:19][C:17]=2[N:18]=1.[SH:23][C:24]1[N:28]([CH3:29])[CH:27]=[N:26][N:25]=1, predict the reaction product. The product is: [S:15]1[C:16]2[CH:22]=[CH:21][CH:20]=[CH:19][C:17]=2[N:18]=[C:14]1[NH:13][C:2]1[C:11]2[C:6](=[CH:7][CH:8]=[C:9]([S:23][C:24]3[N:28]([CH3:29])[CH:27]=[N:26][N:25]=3)[CH:10]=2)[N:5]=[CH:4][N:3]=1.